From a dataset of Forward reaction prediction with 1.9M reactions from USPTO patents (1976-2016). Predict the product of the given reaction. Given the reactants ClC(Cl)(Cl)CO[C:5](=[O:23])[NH:6][C:7]1[N:8]([C:16]2[CH:21]=[CH:20][C:19]([CH3:22])=[CH:18][CH:17]=2)[N:9]=[C:10]([C:12]([CH3:15])([CH3:14])[CH3:13])[CH:11]=1.[CH3:26][N:27]1[CH2:32][CH2:31][CH2:30][C@H:29]([C:33]2[N:37]3[CH:38]=[C:39]([O:42][C@H:43]4[C:52]5[C:47](=[CH:48][CH:49]=[CH:50][CH:51]=5)[C@@H:46]([NH2:53])[CH2:45][CH2:44]4)[CH:40]=[CH:41][C:36]3=[N:35][N:34]=2)[CH2:28]1.CCN(C(C)C)C(C)C, predict the reaction product. The product is: [C:12]([C:10]1[CH:11]=[C:7]([NH:6][C:5]([NH:53][C@@H:46]2[C:47]3[C:52](=[CH:51][CH:50]=[CH:49][CH:48]=3)[C@H:43]([O:42][C:39]3[CH:40]=[CH:41][C:36]4[N:37]([C:33]([C@H:29]5[CH2:30][CH2:31][CH2:32][N:27]([CH3:26])[CH2:28]5)=[N:34][N:35]=4)[CH:38]=3)[CH2:44][CH2:45]2)=[O:23])[N:8]([C:16]2[CH:21]=[CH:20][C:19]([CH3:22])=[CH:18][CH:17]=2)[N:9]=1)([CH3:14])([CH3:15])[CH3:13].